From a dataset of Full USPTO retrosynthesis dataset with 1.9M reactions from patents (1976-2016). Predict the reactants needed to synthesize the given product. Given the product [F:16][C:17]1[CH:24]=[CH:23][C:20]([CH2:21][NH:22][C:12]([C:3]2[C:2]([OH:1])=[C:11]3[C:6]([CH:7]=[CH:8][CH:9]=[N:10]3)=[CH:5][N:4]=2)=[O:14])=[CH:19][CH:18]=1, predict the reactants needed to synthesize it. The reactants are: [OH:1][C:2]1[C:3]([C:12]([O:14]C)=O)=[N:4][CH:5]=[C:6]2[C:11]=1[N:10]=[CH:9][CH:8]=[CH:7]2.[F:16][C:17]1[CH:24]=[CH:23][C:20]([CH2:21][NH2:22])=[CH:19][CH:18]=1.